This data is from Retrosynthesis with 50K atom-mapped reactions and 10 reaction types from USPTO. The task is: Predict the reactants needed to synthesize the given product. (1) Given the product NC(=N[N+](=O)[O-])NCCC[C@@H](N)C(=O)NCc1cccs1, predict the reactants needed to synthesize it. The reactants are: CC(C)(C)OC(=O)N[C@H](CCCNC(N)=N[N+](=O)[O-])C(=O)NCc1cccs1. (2) Given the product COc1ccc(F)c2c1SCC2, predict the reactants needed to synthesize it. The reactants are: COc1ccc(F)c2ccsc12. (3) Given the product NC(=S)Nc1cccc(F)c1, predict the reactants needed to synthesize it. The reactants are: N#C[S-].Nc1cccc(F)c1. (4) Given the product NC(=O)c1ccc(C(F)(F)F)cc1N, predict the reactants needed to synthesize it. The reactants are: NC(=O)c1ccc(C(F)(F)F)cc1[N+](=O)[O-]. (5) Given the product CC(C)(C)OC(=O)NCCOc1noc(-c2cccnc2)c1Cl, predict the reactants needed to synthesize it. The reactants are: CC(C)(C)OC(=O)NCCO.Oc1noc(-c2cccnc2)c1Cl. (6) Given the product COC(=O)[C@H](C)Oc1cc(C)cc(Cl)c1, predict the reactants needed to synthesize it. The reactants are: COC(=O)[C@@H](C)O.Cc1cc(O)cc(Cl)c1. (7) Given the product CC(C)(C)C[C@@H]1N[C@@H](C(=O)Nc2ccc3oc(C(=O)O)cc3c2)[C@H](c2cccc(Cl)c2F)[C@@]1(C#N)c1ccc(Cl)cc1F, predict the reactants needed to synthesize it. The reactants are: COC(=O)c1cc2cc(NC(=O)[C@@H]3N[C@@H](CC(C)(C)C)[C@](C#N)(c4ccc(Cl)cc4F)[C@H]3c3cccc(Cl)c3F)ccc2o1. (8) Given the product CSc1ccc(NCCCC2CCN(C(=O)OC(C)(C)C)CC2)cc1F, predict the reactants needed to synthesize it. The reactants are: CC(C)(C)OC(=O)N1CCC(CCC=O)CC1.CSc1ccc(N)cc1F. (9) The reactants are: CCOC(=O)[C@@H](OC(C)(C)C)c1c(C)cc2nc(-c3ccn4nnc(C)c4c3)sc2c1-c1ccc(Cl)cc1. Given the product Cc1cc2nc(-c3ccn4nnc(C)c4c3)sc2c(-c2ccc(Cl)cc2)c1[C@H](OC(C)(C)C)C(=O)O, predict the reactants needed to synthesize it.